Dataset: HIV replication inhibition screening data with 41,000+ compounds from the AIDS Antiviral Screen. Task: Binary Classification. Given a drug SMILES string, predict its activity (active/inactive) in a high-throughput screening assay against a specified biological target. (1) The molecule is CC1CN=C(NCc2ccccc2)S1. The result is 0 (inactive). (2) The compound is O=c1ssc(=Nc2ccc(Cl)cc2)n1-c1ccc(Cl)cc1. The result is 0 (inactive). (3) The molecule is O=C(O)c1ccc2c(c1)CC1(C2)Cc2ccccc2C1=O. The result is 0 (inactive). (4) The drug is Cc1ccc(S(=O)(=O)OC(c2ccccc2)c2ccccc2)cc1. The result is 0 (inactive).